This data is from Forward reaction prediction with 1.9M reactions from USPTO patents (1976-2016). The task is: Predict the product of the given reaction. (1) Given the reactants [NH2:1][C:2]1[C:3]([C:10]2[CH:11]=[C:12]([C@@H:16]([NH:20][C:21](=[O:27])[O:22][C:23]([CH3:26])([CH3:25])[CH3:24])[CH2:17][CH:18]=[CH2:19])[CH:13]=[CH:14][CH:15]=2)=[N:4][CH:5]=[C:6]([O:8][CH3:9])[CH:7]=1.[CH3:28][C@H:29]([CH:33]=[CH2:34])[C:30](O)=[O:31].N1C=CC=CC=1.C(P1(=O)OP(CCC)(=O)OP(CCC)(=O)O1)CC, predict the reaction product. The product is: [CH3:9][O:8][C:6]1[CH:7]=[C:2]([NH:1][C:30](=[O:31])[C@H:29]([CH3:28])[CH:33]=[CH2:34])[C:3]([C:10]2[CH:11]=[C:12]([C@@H:16]([NH:20][C:21](=[O:27])[O:22][C:23]([CH3:26])([CH3:25])[CH3:24])[CH2:17][CH:18]=[CH2:19])[CH:13]=[CH:14][CH:15]=2)=[N:4][CH:5]=1. (2) Given the reactants C1CO[C:8]2[CH:7]=[CH:6][C:5]([NH:11][C:12]3[C:17]([F:18])=[CH:16][N:15]=[C:14]([NH:19][C:20]4[CH:25]=[CH:24][CH:23]=[C:22](O)[CH:21]=4)[N:13]=3)=[CH:4][C:3]=2[O:2]1.[S:27]1[C:31]2C=CC=CC=2[C:29](CN)=[CH:28]1, predict the reaction product. The product is: [S:27]1[C:28]2[CH:29]=[CH:21][CH:22]=[CH:23][C:24]=2[C:25]([CH2:20][NH:19][C:14]2[N:13]=[C:12]([NH:11][C:5]3[CH:6]=[CH:7][CH:8]=[C:3]([OH:2])[CH:4]=3)[C:17]([F:18])=[CH:16][N:15]=2)=[CH:31]1. (3) Given the reactants C[O:2][C:3]([C:5]1[CH:10]=[CH:9][N:8]2[C:11]([I:14])=[CH:12][N:13]=[C:7]2[CH:6]=1)=O.O.[NH2:16][NH2:17], predict the reaction product. The product is: [I:14][C:11]1[N:8]2[CH:9]=[CH:10][C:5]([C:3]([NH:16][NH2:17])=[O:2])=[CH:6][C:7]2=[N:13][CH:12]=1. (4) Given the reactants [CH2:1](Br)[CH2:2][CH3:3].[Mg].CCOCC.[N:11]1[C:18](Cl)=[N:17][C:15]([Cl:16])=[N:14][C:12]=1[Cl:13], predict the reaction product. The product is: [Cl:13][C:12]1[N:14]=[C:15]([Cl:16])[N:17]=[C:18]([CH2:1][CH2:2][CH3:3])[N:11]=1. (5) Given the reactants [CH3:1][O:2][CH2:3][CH2:4][N:5]1[C:13]2[C:8](=[C:9]([N+:14]([O-:16])=[O:15])[CH:10]=[CH:11][CH:12]=2)[C:7]([C:17]([OH:19])=O)=[CH:6]1.Cl.[F:21][C:22]([F:41])([F:40])[C:23]([NH:25][CH2:26][C:27]1[CH:32]=[CH:31][C:30]([F:33])=[C:29]([CH:34]2[CH2:39][CH2:38][NH:37][CH2:36][CH2:35]2)[CH:28]=1)=[O:24], predict the reaction product. The product is: [F:40][C:22]([F:21])([F:41])[C:23]([NH:25][CH2:26][C:27]1[CH:32]=[CH:31][C:30]([F:33])=[C:29]([CH:34]2[CH2:39][CH2:38][N:37]([C:17]([C:7]3[C:8]4[C:13](=[CH:12][CH:11]=[CH:10][C:9]=4[N+:14]([O-:16])=[O:15])[N:5]([CH2:4][CH2:3][O:2][CH3:1])[CH:6]=3)=[O:19])[CH2:36][CH2:35]2)[CH:28]=1)=[O:24].